This data is from Forward reaction prediction with 1.9M reactions from USPTO patents (1976-2016). The task is: Predict the product of the given reaction. (1) Given the reactants [C:1]1(=[O:7])[CH2:6][CH2:5][CH2:4][CH:3]=[CH:2]1.[C:8]1(B(O)O)[CH:13]=[CH:12][CH:11]=[CH:10][CH:9]=1, predict the reaction product. The product is: [C:8]1([CH:3]2[CH2:4][CH2:5][CH2:6][C:1](=[O:7])[CH2:2]2)[CH:13]=[CH:12][CH:11]=[CH:10][CH:9]=1. (2) Given the reactants [NH2:1][C@H:2]([CH:7]1[CH2:12][CH2:11][N:10]([C:13]2[N:18]=[C:17]([C:19]3[CH:28]=[CH:27][C:26]4[C:21](=[CH:22][CH:23]=[CH:24][CH:25]=4)[CH:20]=3)[CH:16]=[CH:15][N:14]=2)[CH2:9][CH2:8]1)[C:3](OC)=[O:4].[Li+].[BH4-], predict the reaction product. The product is: [NH2:1][C@H:2]([CH:7]1[CH2:12][CH2:11][N:10]([C:13]2[N:18]=[C:17]([C:19]3[CH:28]=[CH:27][C:26]4[C:21](=[CH:22][CH:23]=[CH:24][CH:25]=4)[CH:20]=3)[CH:16]=[CH:15][N:14]=2)[CH2:9][CH2:8]1)[CH2:3][OH:4]. (3) Given the reactants [NH2:1][C:2]1[CH:3]=[CH:4][C:5]([O:11][C:12]2[CH:17]=[CH:16][CH:15]=[CH:14][CH:13]=2)=[C:6]([C:8](=O)[CH3:9])[CH:7]=1.[BH4-].[Na+].[Al+3].[Cl-].[Cl-].[Cl-].O, predict the reaction product. The product is: [CH2:8]([C:6]1[CH:7]=[C:2]([NH2:1])[CH:3]=[CH:4][C:5]=1[O:11][C:12]1[CH:13]=[CH:14][CH:15]=[CH:16][CH:17]=1)[CH3:9]. (4) Given the reactants [Cl:1][C@H:2]1[C@H:6]([CH2:7][CH2:8][CH2:9][C:10]2[S:14][C:13]([C:15]([O:17][CH2:18][CH2:19][N:20]([CH2:23][CH3:24])[CH2:21][CH3:22])=[O:16])=[CH:12][CH:11]=2)[C@@H:5]([CH2:25][CH2:26][C:27]2[CH:32]=[C:31]([Cl:33])[CH:30]=[C:29]([Cl:34])[CH:28]=2)[C@H:4]([OH:35])[CH2:3]1.Cl.CCCCCC, predict the reaction product. The product is: [ClH:1].[Cl:1][C@H:2]1[C@H:6]([CH2:7][CH2:8][CH2:9][C:10]2[S:14][C:13]([C:15]([O:17][CH2:18][CH2:19][N:20]([CH2:21][CH3:22])[CH2:23][CH3:24])=[O:16])=[CH:12][CH:11]=2)[C@@H:5]([CH2:25][CH2:26][C:27]2[CH:32]=[C:31]([Cl:33])[CH:30]=[C:29]([Cl:34])[CH:28]=2)[C@H:4]([OH:35])[CH2:3]1. (5) Given the reactants [CH3:1][C:2]1[C:6]([C:7]2[CH:12]=[CH:11][CH:10]=[CH:9][CH:8]=2)=[C:5]([NH2:13])[NH:4][N:3]=1.[C:14](OC)(=[O:20])[CH2:15][C:16](OC)=[O:17], predict the reaction product. The product is: [CH3:1][C:2]1[C:6]([C:7]2[CH:12]=[CH:11][CH:10]=[CH:9][CH:8]=2)=[C:5]2[NH:13][C:14](=[O:20])[CH2:15][C:16](=[O:17])[N:4]2[N:3]=1. (6) The product is: [Cl:22][C:16]1[CH:17]=[C:18]([Cl:21])[CH:19]=[CH:20][C:15]=1[C:13]1[N:14]=[C:10](/[CH:9]=[CH:8]/[C:5]2[CH:6]=[CH:7][C:2]([C:34]3[CH:35]=[CH:36][C:31]([O:30][CH2:29][CH2:42][CH2:43][C:44]([OH:46])=[O:45])=[CH:32][CH:33]=3)=[CH:3][CH:4]=2)[N:11]([CH2:24][C:25]([F:28])([F:27])[F:26])[CH:12]=1. Given the reactants Br[C:2]1[CH:7]=[CH:6][C:5](/[CH:8]=[CH:9]/[C:10]2[NH:11][CH:12]=[C:13]([C:15]3[CH:20]=[CH:19][C:18]([Cl:21])=[CH:17][C:16]=3[Cl:22])[N:14]=2)=[CH:4][CH:3]=1.I[CH2:24][C:25]([F:28])([F:27])[F:26].[CH3:29][O:30][C:31]1[CH:36]=[CH:35][C:34](B(O)O)=[CH:33][CH:32]=1.BrC[CH2:42][CH2:43][C:44]([O:46]C)=[O:45], predict the reaction product.